Dataset: TCR-epitope binding with 47,182 pairs between 192 epitopes and 23,139 TCRs. Task: Binary Classification. Given a T-cell receptor sequence (or CDR3 region) and an epitope sequence, predict whether binding occurs between them. (1) The epitope is FSKQLQQSM. The TCR CDR3 sequence is CASSSGPLSHEQYF. Result: 1 (the TCR binds to the epitope). (2) The epitope is TPINLVRDL. The TCR CDR3 sequence is CSVEFGGRESGYTF. Result: 1 (the TCR binds to the epitope).